This data is from Experimental lipophilicity measurements (octanol/water distribution) for 4,200 compounds from AstraZeneca. The task is: Regression/Classification. Given a drug SMILES string, predict its absorption, distribution, metabolism, or excretion properties. Task type varies by dataset: regression for continuous measurements (e.g., permeability, clearance, half-life) or binary classification for categorical outcomes (e.g., BBB penetration, CYP inhibition). For this dataset (lipophilicity_astrazeneca), we predict Y. (1) The Y is 2.15 logD. The compound is CNC1=Nc2ncccc2C(c2ccns2)=NC1c1cccs1. (2) The drug is CCN1CCN(c2ccc(Nc3cc(N(C)C(=O)Nc4c(Cl)c(OC)cc(OC)c4Cl)ncn3)cc2)CC1. The Y is 3.70 logD.